From a dataset of Catalyst prediction with 721,799 reactions and 888 catalyst types from USPTO. Predict which catalyst facilitates the given reaction. (1) Reactant: C1([NH2+]C2CCCCC2)CCCCC1.[CH2:14]([C@H:18]1[O:20][C@@H:19]1[C:21]([O-:23])=O)[CH2:15][CH2:16][CH3:17].C(Cl)(=O)C(C)(C)C.[NH2:31][C@H:32]1[CH2:37][CH2:36][CH2:35][CH2:34][C@@H:33]1[OH:38]. Product: [OH:38][C@H:33]1[CH2:34][CH2:35][CH2:36][CH2:37][C@@H:32]1[NH:31][C:21]([C@@H:19]1[C@@H:18]([CH2:14][CH2:15][CH2:16][CH3:17])[O:20]1)=[O:23]. The catalyst class is: 7. (2) Reactant: C([C:8]1([C:17]#[N:18])[CH2:12][CH2:11][CH2:10][N:9]1[S:13]([NH2:16])(=[O:15])=[O:14])(OC(C)(C)C)=O. Product: [C:17]([CH:8]1[CH2:12][CH2:11][CH2:10][N:9]1[S:13]([NH2:16])(=[O:15])=[O:14])#[N:18]. The catalyst class is: 10.